This data is from Full USPTO retrosynthesis dataset with 1.9M reactions from patents (1976-2016). The task is: Predict the reactants needed to synthesize the given product. (1) Given the product [Cl:36][C:26]1[CH:27]=[C:28]([N:30]2[CH2:35][CH2:34][O:33][CH2:32][CH2:31]2)[N:29]=[C:24]([N:7]2[C:6]3[CH:8]=[C:9]([NH:14][C:15](=[O:21])[O:16][C:17]([CH3:19])([CH3:18])[CH3:20])[CH:10]=[C:11]([O:12][CH3:13])[C:5]=3[N:4]=[C:3]2[CH:2]([F:1])[F:22])[N:25]=1, predict the reactants needed to synthesize it. The reactants are: [F:1][CH:2]([F:22])[C:3]1[NH:7][C:6]2[CH:8]=[C:9]([NH:14][C:15](=[O:21])[O:16][C:17]([CH3:20])([CH3:19])[CH3:18])[CH:10]=[C:11]([O:12][CH3:13])[C:5]=2[N:4]=1.Cl[C:24]1[N:29]=[C:28]([N:30]2[CH2:35][CH2:34][O:33][CH2:32][CH2:31]2)[CH:27]=[C:26]([Cl:36])[N:25]=1.C([O-])([O-])=O.[K+].[K+].C(Cl)Cl.CCOC(C)=O. (2) Given the product [ClH:1].[CH3:17][O:18][C:19]1[CH:24]=[CH:23][CH:22]=[CH:21][C:20]=1[N:25]1[CH2:30][CH2:29][C:28]([CH2:8][C:9](=[O:10])[C:11]2[CH:16]=[CH:15][CH:14]=[CH:13][CH:12]=2)([OH:31])[CH2:27][CH2:26]1, predict the reactants needed to synthesize it. The reactants are: [Cl-:1].[Ce+3].[Cl-].[Cl-].[I-].[Na+].Br[CH2:8][C:9]([C:11]1[CH:16]=[CH:15][CH:14]=[CH:13][CH:12]=1)=[O:10].[CH3:17][O:18][C:19]1[CH:24]=[CH:23][CH:22]=[CH:21][C:20]=1[N:25]1[CH2:30][CH2:29][C:28](=[O:31])[CH2:27][CH2:26]1.